From a dataset of Experimentally validated miRNA-target interactions with 360,000+ pairs, plus equal number of negative samples. Binary Classification. Given a miRNA mature sequence and a target amino acid sequence, predict their likelihood of interaction. The miRNA is hsa-miR-548aq-5p with sequence GAAAGUAAUUGCUGUUUUUGCC. The protein sequence of the target gene is MAAVWQQVLAVDARYNAYRTPTFPQFRTQYIRRRSQLLRENAKAGHPPALRRQYLRLRGQLLGQRYGPLSEPGSARAYSNSIVRSSRTTLDRMEDFEDDPRALGARGHRRSVSRGSYQLQAQMNRAVYEDRPPGSVVPTSVAEASRAMAGDTSLSENYAFAGMYHVFDQHVDEAVPRVRFANDDRHRLACCSLDGSISLCQLVPAPPTVLHVLRGHTRGVSDFAWSLSNDILVSTSLDATMRIWASEDGRCIREIPDPDGAELLCCTFQPVNNNLTVVGNAKHNVHVMNISTGKKVKGGS.... Result: 0 (no interaction).